From a dataset of Catalyst prediction with 721,799 reactions and 888 catalyst types from USPTO. Predict which catalyst facilitates the given reaction. Reactant: C(N(CC)CC)C.[OH:8][C:9]1[CH:19]=[CH:18][CH:17]=[C:11]2[C:12]([O:14][C:15](=[O:16])[C:10]=12)=O.Cl.[NH2:21][CH:22]1[CH2:28][CH2:27][C:26](=[O:29])[NH:25][C:23]1=[O:24]. Product: [O:24]=[C:23]1[CH:22]([N:21]2[C:15](=[O:16])[C:10]3[C:11](=[CH:17][CH:18]=[CH:19][C:9]=3[OH:8])[C:12]2=[O:14])[CH2:28][CH2:27][C:26](=[O:29])[NH:25]1. The catalyst class is: 3.